This data is from Full USPTO retrosynthesis dataset with 1.9M reactions from patents (1976-2016). The task is: Predict the reactants needed to synthesize the given product. (1) Given the product [Cl:1][C:2]1[C:7]2[C:8](=[O:11])[N:9]([C:26]([O:25][C:22]([CH3:24])([CH3:23])[CH3:21])=[O:27])[CH2:10][C:6]=2[C:5]([F:12])=[C:4]([F:13])[N:3]=1, predict the reactants needed to synthesize it. The reactants are: [Cl:1][C:2]1[C:7]2[C:8](=[O:11])[NH:9][CH2:10][C:6]=2[C:5]([F:12])=[C:4]([F:13])[N:3]=1.C(N(CC)CC)C.[CH3:21][C:22]([O:25][C:26](O[C:26]([O:25][C:22]([CH3:24])([CH3:23])[CH3:21])=[O:27])=[O:27])([CH3:24])[CH3:23]. (2) Given the product [C:24]([O:20][C:15]1([CH3:21])[CH2:16][CH2:17][CH2:18][CH2:19][CH:14]1[C:8]([OH:13])([C:9]([F:11])([F:10])[F:12])[C:7]([F:22])([F:23])[F:6])(=[O:28])[C:25]([CH3:27])=[CH2:26], predict the reactants needed to synthesize it. The reactants are: C([Li])CCC.[F:6][C:7]([F:23])([F:22])[C:8]([CH:14]1[CH2:19][CH2:18][CH2:17][CH2:16][C:15]1([CH3:21])[OH:20])([OH:13])[C:9]([F:12])([F:11])[F:10].[C:24](Cl)(=[O:28])[C:25]([CH3:27])=[CH2:26].